From a dataset of Reaction yield outcomes from USPTO patents with 853,638 reactions. Predict the reaction yield, written as a fraction of the theoretical maximum amount of product (1.0 means a 100% yield; for example, 0.34 means a 34% yield). (1) The reactants are [OH:1][CH2:2][CH2:3][O:4][C:5]1([C:13]2[S:14][C:15]([C:18]3[CH:19]=[C:20]([N:25]([C:33]4[N:38]=[C:37]([C:39]([F:42])([F:41])[F:40])[CH:36]=[CH:35][N:34]=4)C(=O)OC(C)(C)C)[CH:21]=[C:22]([CH3:24])[CH:23]=3)=[CH:16][N:17]=2)[CH2:11][CH2:10][C:9](=[O:12])[NH:8][CH2:7][CH2:6]1.C(O)(C(F)(F)F)=O. The catalyst is C(#N)C.O. The product is [OH:1][CH2:2][CH2:3][O:4][C:5]1([C:13]2[S:14][C:15]([C:18]3[CH:19]=[C:20]([NH:25][C:33]4[N:38]=[C:37]([C:39]([F:40])([F:41])[F:42])[CH:36]=[CH:35][N:34]=4)[CH:21]=[C:22]([CH3:24])[CH:23]=3)=[CH:16][N:17]=2)[CH2:6][CH2:7][NH:8][C:9](=[O:12])[CH2:10][CH2:11]1. The yield is 0.770. (2) The reactants are [O:1]=[C:2]1[NH:6][C@H:5]([C:7]2[CH:12]=[CH:11][CH:10]=[C:9]([C:13]#[C:14][C:15]3[CH:20]=[CH:19][CH:18]=[CH:17][CH:16]=3)[CH:8]=2)[C@@H:4]([C:21]([NH2:23])=O)[O:3]1.P(Cl)(Cl)(Cl)=O.C(=O)(O)[O-].[Na+]. The catalyst is ClCCl. The product is [O:1]=[C:2]1[NH:6][C@H:5]([C:7]2[CH:12]=[CH:11][CH:10]=[C:9]([C:13]#[C:14][C:15]3[CH:16]=[CH:17][CH:18]=[CH:19][CH:20]=3)[CH:8]=2)[C@@H:4]([C:21]#[N:23])[O:3]1. The yield is 0.683. (3) The reactants are [CH3:1]/[C:2](/[CH2:11][CH2:12][CH:13]=[C:14]([CH3:16])[CH3:15])=[CH:3]\[CH2:4][CH2:5][C:6]([CH:8]1[CH2:10][CH2:9]1)=[CH2:7].[CH:17]([OH:19])=[O:18]. No catalyst specified. The product is [CH:17]([O:19][CH2:10][CH2:9][CH:8]=[C:6]([CH3:7])[CH2:5][CH2:4]/[CH:3]=[C:2](\[CH3:1])/[CH2:11][CH2:12][CH:13]=[C:14]([CH3:16])[CH3:15])=[O:18]. The yield is 0.570. (4) The reactants are [CH3:1][O:2][C:3]([C@@H:5]1[CH2:9][CH2:8][N:7](C(OCC2C=CC=CC=2)=O)[CH2:6]1)=[O:4].Cl.[H][H].C(OCC)(=O)C. The catalyst is CO.[Pd]. The product is [CH3:1][O:2][C:3]([C@@H:5]1[CH2:9][CH2:8][NH:7][CH2:6]1)=[O:4]. The yield is 1.00. (5) The reactants are [N:1]1([CH:7]2[CH2:12][CH2:11][NH:10][CH2:9][CH2:8]2)[CH2:6][CH2:5][CH2:4][CH2:3][CH2:2]1.[C:13]([O:17][C:18](=[O:24])[NH:19][CH2:20][CH2:21][CH2:22]Br)([CH3:16])([CH3:15])[CH3:14].C(=O)([O-])[O-].[K+].[K+]. The catalyst is CN(C)C=O. The product is [C:13]([O:17][C:18](=[O:24])[NH:19][CH2:20][CH2:21][CH2:22][N:10]1[CH2:11][CH2:12][CH:7]([N:1]2[CH2:6][CH2:5][CH2:4][CH2:3][CH2:2]2)[CH2:8][CH2:9]1)([CH3:16])([CH3:15])[CH3:14]. The yield is 0.590. (6) The reactants are CC1(C)[O:6][C@@H:5]([CH2:7][N:8]2[C:16]3[C:11](=[CH:12][CH:13]=[CH:14][CH:15]=3)[C:10]3([C:28]4[C:19](=[CH:20][C:21]5[O:26][CH2:25][CH2:24][O:23][C:22]=5[CH:27]=4)[O:18][CH2:17]3)[C:9]2=[O:29])[CH2:4][O:3]1. The catalyst is C(O)(=O)C.O. The product is [OH:6][C@H:5]([CH2:4][OH:3])[CH2:7][N:8]1[C:16]2[C:11](=[CH:12][CH:13]=[CH:14][CH:15]=2)[C:10]2([C:28]3[C:19](=[CH:20][C:21]4[O:26][CH2:25][CH2:24][O:23][C:22]=4[CH:27]=3)[O:18][CH2:17]2)[C:9]1=[O:29]. The yield is 0.990.